This data is from Reaction yield outcomes from USPTO patents with 853,638 reactions. The task is: Predict the reaction yield, written as a fraction of the theoretical maximum amount of product (1.0 means a 100% yield; for example, 0.34 means a 34% yield). The reactants are [H-].[Na+].[O:3]=[C:4]([CH3:11])[CH2:5][C:6]([O:8][CH2:9][CH3:10])=[O:7].Cl[C:13]1[CH:18]=[CH:17][C:16]([N+:19]([O-:21])=[O:20])=[CH:15][C:14]=1[N+:22]([O-:24])=[O:23].Cl. The catalyst is O1CCCC1. The product is [N+:19]([C:16]1[CH:15]=[C:14]([N+:22]([O-:24])=[O:23])[CH:13]=[CH:18][C:17]=1[CH:5]([C:4](=[O:3])[CH3:11])[C:6]([O:8][CH2:9][CH3:10])=[O:7])([O-:21])=[O:20]. The yield is 0.980.